Dataset: Reaction yield outcomes from USPTO patents with 853,638 reactions. Task: Predict the reaction yield, written as a fraction of the theoretical maximum amount of product (1.0 means a 100% yield; for example, 0.34 means a 34% yield). (1) The reactants are [F:1][C:2]([F:34])([F:33])[C:3]1[CH:28]=[C:27]([C:29]([F:32])([F:31])[F:30])[CH:26]=[CH:25][C:4]=1[CH2:5][O:6][C:7]1[CH:12]=[CH:11][C:10](/[CH:13]=[C:14]2/[C:15]([NH:20][CH3:21])=[N:16][C:17](=[O:19])[S:18]/2)=[CH:9][C:8]=1[N+:22]([O-])=O.C(O)(=O)C. The catalyst is O1CCCC1.C(O)C.O. The product is [NH2:22][C:8]1[CH:9]=[C:10](/[CH:13]=[C:14]2/[C:15]([NH:20][CH3:21])=[N:16][C:17](=[O:19])[S:18]/2)[CH:11]=[CH:12][C:7]=1[O:6][CH2:5][C:4]1[CH:25]=[CH:26][C:27]([C:29]([F:30])([F:31])[F:32])=[CH:28][C:3]=1[C:2]([F:1])([F:33])[F:34]. The yield is 0.770. (2) The reactants are [Br:1][C:2]1[C:3]([OH:16])=[C:4]2[C:9](=[CH:10][CH:11]=1)[N:8]([C:12](=[O:14])[CH3:13])[C@@H:7]([CH3:15])[CH2:6][CH2:5]2.[C:17]([C:20]1[CH:25]=[CH:24][C:23](B(O)O)=[CH:22][CH:21]=1)(=[O:19])[NH2:18].N1C=CC=CC=1. The catalyst is C([O-])(=O)C.[Cu+2].C([O-])(=O)C.ClCCl. The product is [C:12]([N:8]1[C:9]2[C:4](=[C:3]([O:16][C:23]3[CH:24]=[CH:25][C:20]([C:17]([NH2:18])=[O:19])=[CH:21][CH:22]=3)[C:2]([Br:1])=[CH:11][CH:10]=2)[CH2:5][CH2:6][C@@H:7]1[CH3:15])(=[O:14])[CH3:13]. The yield is 0.350. (3) The reactants are [CH3:1][O:2][C:3]1[CH:4]=[C:5](/[CH:9]=[CH:10]/[C:11]([OH:13])=[O:12])[CH:6]=[CH:7][CH:8]=1.Cl.[CH2:15](O)[CH3:16]. No catalyst specified. The product is [CH3:1][O:2][C:3]1[CH:4]=[C:5](/[CH:9]=[CH:10]/[C:11]([O:13][CH2:15][CH3:16])=[O:12])[CH:6]=[CH:7][CH:8]=1. The yield is 1.00. (4) The reactants are [CH3:1][O:2][C:3]1[CH:4]=[C:5]2[C:9](=[CH:10][CH:11]=1)[N:8]([CH2:12][CH2:13][NH:14][CH3:15])[C:7]([C:16]1[C:17]([CH3:23])=[N:18][N:19]([CH3:22])[C:20]=1[CH3:21])=[C:6]2[CH:24]=O.[CH3:26][NH:27][C:28]([NH:30][C:31]1[CH:32]=[CH:33][C:34]2[O:38][CH2:37][C:36](=[O:39])[C:35]=2[CH:40]=1)=[O:29].O. The catalyst is Cl.CCO. The product is [CH3:1][O:2][C:3]1[CH:4]=[C:5]2[C:9](=[CH:10][CH:11]=1)[N:8]([CH2:12][CH2:13][NH:14][CH3:15])[C:7]([C:16]1[C:17]([CH3:23])=[N:18][N:19]([CH3:22])[C:20]=1[CH3:21])=[C:6]2/[CH:24]=[C:37]1\[O:38][C:34]2[CH:33]=[CH:32][C:31]([NH:30][C:28]([NH:27][CH3:26])=[O:29])=[CH:40][C:35]=2[C:36]\1=[O:39]. The yield is 0.270. (5) The reactants are [F:1][C:2]1[CH:7]=[CH:6][CH:5]=[CH:4][C:3]=1[C:8]1[O:12][N:11]=[C:10]([C:13]2[CH:14]=[C:15]([CH:19]=[CH:20][CH:21]=2)[C:16](O)=[O:17])[N:9]=1.C(Cl)(=O)C([Cl:25])=O. The catalyst is CN(C)C=O.ClCCl. The product is [F:1][C:2]1[CH:7]=[CH:6][CH:5]=[CH:4][C:3]=1[C:8]1[O:12][N:11]=[C:10]([C:13]2[CH:14]=[C:15]([CH:19]=[CH:20][CH:21]=2)[C:16]([Cl:25])=[O:17])[N:9]=1. The yield is 0.970.